Dataset: Peptide-MHC class II binding affinity with 134,281 pairs from IEDB. Task: Regression. Given a peptide amino acid sequence and an MHC pseudo amino acid sequence, predict their binding affinity value. This is MHC class II binding data. (1) The peptide sequence is SYFVVKRHTMSNYQH. The MHC is DRB1_0101 with pseudo-sequence DRB1_0101. The binding affinity (normalized) is 0.760. (2) The binding affinity (normalized) is 0.466. The MHC is DRB5_0101 with pseudo-sequence DRB5_0101. The peptide sequence is GELQIVDCIDAAFKI. (3) The peptide sequence is PVGEIYKRWIILGLNKIV. The MHC is DRB1_0901 with pseudo-sequence DRB1_0901. The binding affinity (normalized) is 0.585. (4) The peptide sequence is EKKYFAATAFEPLAA. The MHC is HLA-DPA10201-DPB11401 with pseudo-sequence HLA-DPA10201-DPB11401. The binding affinity (normalized) is 0.801.